Task: Predict which catalyst facilitates the given reaction.. Dataset: Catalyst prediction with 721,799 reactions and 888 catalyst types from USPTO (1) Reactant: [H-].[Al+3].[Li+].[H-].[H-].[H-].[CH2:7]([O:14][C:15]1[CH:20]=[CH:19][C:18]([CH:21]=[CH:22][N+:23]([O-])=O)=[CH:17][C:16]=1[O:26][CH3:27])[C:8]1[CH:13]=[CH:12][CH:11]=[CH:10][CH:9]=1.[OH-].[Na+]. Product: [CH3:27][O:26][C:16]1[CH:17]=[C:18]([CH2:21][CH2:22][NH2:23])[CH:19]=[CH:20][C:15]=1[O:14][CH2:7][C:8]1[CH:9]=[CH:10][CH:11]=[CH:12][CH:13]=1. The catalyst class is: 7. (2) Reactant: [O:1]1[C:5]2[CH:6]=[CH:7][CH:8]=[CH:9][C:4]=2[N:3]=[C:2]1[C:10]1[CH:11]=[CH:12][C:13](C2CCOCC2)=[C:14]([N+:16]([O-])=O)[CH:15]=1.[CH3:25][OH:26]. Product: [O:1]1[C:5]2[CH:6]=[CH:7][CH:8]=[CH:9][C:4]=2[N:3]=[C:2]1[C:10]1[CH:11]=[CH:12][C:13]([NH:3][CH:4]2[CH2:5][CH2:6][O:26][CH2:25][CH2:9]2)=[C:14]([CH:15]=1)[NH2:16]. The catalyst class is: 123. (3) Reactant: [F:1][C:2]1[CH:3]=[C:4]([NH:8][S:9]([C:12]2[CH:13]=[C:14]([CH:20]=[CH:21][CH:22]=2)[C:15]([O:17]CC)=[O:16])(=[O:11])=[O:10])[CH:5]=[CH:6][CH:7]=1.C(O)C.[OH-].[Na+]. The catalyst class is: 6. Product: [F:1][C:2]1[CH:3]=[C:4]([NH:8][S:9]([C:12]2[CH:13]=[C:14]([CH:20]=[CH:21][CH:22]=2)[C:15]([OH:17])=[O:16])(=[O:10])=[O:11])[CH:5]=[CH:6][CH:7]=1. (4) Reactant: Cl[C:2]1[C:12]2[CH:11]=[C:10]([C:13]([O:15][CH3:16])=[O:14])[CH2:9][CH2:8][NH:7][C:6]=2[N:5]=[CH:4][N:3]=1.[Cl:17][C:18]1[CH:19]=[C:20]([CH:22]=[CH:23][C:24]=1[O:25][C:26]1[CH:31]=[CH:30][CH:29]=[C:28]([S:32]([CH3:35])(=[O:34])=[O:33])[CH:27]=1)[NH2:21].[Cl-].[NH+]1C=CC=CC=1. Product: [Cl:17][C:18]1[CH:19]=[C:20]([NH:21][C:2]2[C:12]3[CH:11]=[C:10]([C:13]([O:15][CH3:16])=[O:14])[CH2:9][CH2:8][NH:7][C:6]=3[N:5]=[CH:4][N:3]=2)[CH:22]=[CH:23][C:24]=1[O:25][C:26]1[CH:31]=[CH:30][CH:29]=[C:28]([S:32]([CH3:35])(=[O:33])=[O:34])[CH:27]=1. The catalyst class is: 32. (5) Reactant: Cl.[NH2:2][CH2:3][C:4]([C:6]1[CH:11]=[CH:10][C:9]([Cl:12])=[CH:8][CH:7]=1)=[O:5].[CH:13]1([N:16]=[C:17]=[O:18])[CH2:15][CH2:14]1.C(N(CC)C(C)C)(C)C. Product: [Cl:12][C:9]1[CH:10]=[CH:11][C:6]([C:4](=[O:5])[CH2:3][NH:2][C:17]([NH:16][CH:13]2[CH2:15][CH2:14]2)=[O:18])=[CH:7][CH:8]=1. The catalyst class is: 4. (6) Reactant: [CH3:1][O:2][C:3]1[CH:12]=[C:11]2[C:6]([CH2:7][CH2:8][CH:9]([NH2:13])[CH2:10]2)=[CH:5][CH:4]=1.CCN(C(C)C)C(C)C.[C:23](Cl)(=[O:25])[CH3:24]. Product: [CH3:1][O:2][C:3]1[CH:12]=[C:11]2[C:6]([CH2:7][CH2:8][CH:9]([NH:13][C:23](=[O:25])[CH3:24])[CH2:10]2)=[CH:5][CH:4]=1. The catalyst class is: 2. (7) Reactant: [C:1]1([CH:7]([C:10]2[CH:15]=[CH:14][CH:13]=[CH:12][CH:11]=2)[CH:8]=[CH2:9])[CH:6]=[CH:5][CH:4]=[CH:3][CH:2]=1.C1C=C(Cl)C=C(C(OO)=[O:24])C=1. Product: [CH:7]([CH:8]1[CH2:9][O:24]1)([C:10]1[CH:11]=[CH:12][CH:13]=[CH:14][CH:15]=1)[C:1]1[CH:6]=[CH:5][CH:4]=[CH:3][CH:2]=1. The catalyst class is: 2. (8) Reactant: [NH2:1][C:2]1([CH2:46][C:47]2[CH:52]=[CH:51][CH:50]=[CH:49][C:48]=2[F:53])[CH2:7][CH2:6][CH2:5][CH:4]([NH:8][C:9]([C:11]2[CH:12]=[C:13]3[C:17](=[CH:18][CH:19]=2)[N:16]([C:20]([C:33]2[CH:38]=[CH:37][CH:36]=[CH:35][CH:34]=2)([C:27]2[CH:32]=[CH:31][CH:30]=[CH:29][CH:28]=2)[C:21]2[CH:26]=[CH:25][CH:24]=[CH:23][CH:22]=2)[N:15]=[C:14]3[C:39]2[CH:44]=[CH:43][N:42]=[C:41]([CH3:45])[CH:40]=2)=[O:10])[CH2:3]1.[CH:54](OCC(F)(F)F)=[O:55].CCN(C(C)C)C(C)C. Product: [F:53][C:48]1[CH:49]=[CH:50][CH:51]=[CH:52][C:47]=1[CH2:46][C:2]1([NH:1][CH:54]=[O:55])[CH2:7][CH2:6][CH2:5][CH:4]([NH:8][C:9]([C:11]2[CH:12]=[C:13]3[C:17](=[CH:18][CH:19]=2)[N:16]([C:20]([C:21]2[CH:22]=[CH:23][CH:24]=[CH:25][CH:26]=2)([C:27]2[CH:32]=[CH:31][CH:30]=[CH:29][CH:28]=2)[C:33]2[CH:34]=[CH:35][CH:36]=[CH:37][CH:38]=2)[N:15]=[C:14]3[C:39]2[CH:44]=[CH:43][N:42]=[C:41]([CH3:45])[CH:40]=2)=[O:10])[CH2:3]1. The catalyst class is: 1.